The task is: Predict the reaction yield, written as a fraction of the theoretical maximum amount of product (1.0 means a 100% yield; for example, 0.34 means a 34% yield).. This data is from Reaction yield outcomes from USPTO patents with 853,638 reactions. The reactants are [O:1]1[CH:5]=[C:4]([C:6]2[CH:11]=[CH:10][C:9]([OH:12])=[CH:8][CH:7]=2)[N:3]=[CH:2]1.[CH2:13]([O:20][C:21]([NH:23][CH2:24][CH2:25]OS(C)(=O)=O)=[O:22])[C:14]1[CH:19]=[CH:18][CH:17]=[CH:16][CH:15]=1.C(=O)([O-])[O-].[K+].[K+]. The catalyst is CS(C)=O. The product is [CH2:13]([O:20][C:21](=[O:22])[NH:23][CH2:24][CH2:25][O:12][C:9]1[CH:8]=[CH:7][C:6]([C:4]2[N:3]=[CH:2][O:1][CH:5]=2)=[CH:11][CH:10]=1)[C:14]1[CH:19]=[CH:18][CH:17]=[CH:16][CH:15]=1. The yield is 0.640.